Dataset: Reaction yield outcomes from USPTO patents with 853,638 reactions. Task: Predict the reaction yield, written as a fraction of the theoretical maximum amount of product (1.0 means a 100% yield; for example, 0.34 means a 34% yield). (1) The reactants are [CH3:1][O:2][C:3]1[CH:4]=[CH:5][C:6]2[S:10][C:9]([CH3:11])=[N:8][C:7]=2[CH:12]=1.Cl[C:14]1C=C[C:17]([N+:20]([O-:22])=[O:21])=[CH:16][C:15]=1[N+]([O-])=O.[OH-].[Na+]. No catalyst specified. The product is [CH3:1][O:2][C:3]1[CH:4]=[CH:5][C:6]2[S:10][C:9]3[C:14](=[CH:15][CH:16]=[C:17]([N+:20]([O-:22])=[O:21])[CH:11]=3)[NH:8][C:7]=2[CH:12]=1. The yield is 1.00. (2) The reactants are [Br:1][C:2]1[CH:7]=[C:6]([N+:8]([O-])=O)[CH:5]=[CH:4][C:3]=1[N:11]1[C:20](=[O:21])[C:19]2[C:14](=[CH:15][CH:16]=[CH:17][CH:18]=2)[NH:13][C:12]1=[O:22].O.O.[Sn](Cl)Cl.[OH-].[Na+]. The catalyst is C(OCC)(=O)C. The product is [NH2:8][C:6]1[CH:5]=[CH:4][C:3]([N:11]2[C:20](=[O:21])[C:19]3[C:14](=[CH:15][CH:16]=[CH:17][CH:18]=3)[NH:13][C:12]2=[O:22])=[C:2]([Br:1])[CH:7]=1. The yield is 0.940. (3) The reactants are [C:14]1(P([C:14]2[CH:19]=[CH:18][CH:17]=[CH:16][CH:15]=2)[C:14]2[CH:19]=[CH:18][CH:17]=[CH:16][CH:15]=2)[CH:19]=[CH:18][CH:17]=[CH:16][CH:15]=1.[O:20]=[C:21]1CCC[CH:22]1C(OCC=C)=O. The catalyst is C1COCC1.C([O-])(=O)C.[Pd+2].C([O-])(=O)C. The product is [CH2:18]([CH:17]1[CH2:16][CH2:15][CH2:22][C:21]1=[O:20])[CH:19]=[CH2:14]. The yield is 0.710. (4) The reactants are [CH2:1]([N:8]1[C:25]([CH3:27])([CH3:26])[CH2:24][O:23][C:10]2([CH2:15][CH2:14][N:13](C(OC(C)(C)C)=O)[CH2:12][CH2:11]2)[CH2:9]1)[C:2]1[CH:7]=[CH:6][CH:5]=[CH:4][CH:3]=1.[ClH:28].O1CCOCC1. No catalyst specified. The product is [ClH:28].[CH2:1]([N:8]1[C:25]([CH3:27])([CH3:26])[CH2:24][O:23][C:10]2([CH2:11][CH2:12][NH:13][CH2:14][CH2:15]2)[CH2:9]1)[C:2]1[CH:7]=[CH:6][CH:5]=[CH:4][CH:3]=1. The yield is 0.860. (5) The reactants are C([O:4][C@H:5]1[C@@H:10]([O:11]C(=O)C)[C@H:9]([O:15]C(=O)C)[C@@H:8]([CH2:19][O:20]C(=O)C)[O:7][C@@H:6]1[O:24][C:25]1[CH:30]=[C:29]([Cl:31])[C:28]([C:32]2[CH:37]=[CH:36][C:35]([C:38]([O:40][CH3:41])=[O:39])=[CH:34][CH:33]=2)=[C:27]([Cl:42])[CH:26]=1)(=O)C. The catalyst is CO.C[O-].[Na+]. The product is [Cl:42][C:27]1[CH:26]=[C:25]([O:24][C@H:6]2[O:7][C@H:8]([CH2:19][OH:20])[C@@H:9]([OH:15])[C@H:10]([OH:11])[C@@H:5]2[OH:4])[CH:30]=[C:29]([Cl:31])[C:28]=1[C:32]1[CH:33]=[CH:34][C:35]([C:38]([O:40][CH3:41])=[O:39])=[CH:36][CH:37]=1. The yield is 0.770.